This data is from Reaction yield outcomes from USPTO patents with 853,638 reactions. The task is: Predict the reaction yield, written as a fraction of the theoretical maximum amount of product (1.0 means a 100% yield; for example, 0.34 means a 34% yield). (1) The reactants are [CH:1]1([C:4]2[CH:9]=[C:8](I)[CH:7]=[CH:6][C:5]=2[F:11])[CH2:3][CH2:2]1.[C:12]([C:16]1[CH:29]=[CH:28][C:19]([CH2:20][N:21]2[CH2:25][CH2:24]OS2(=O)=O)=[CH:18][CH:17]=1)([CH3:15])([CH3:14])[CH3:13]. No catalyst specified. The product is [C:12]([C:16]1[CH:17]=[CH:18][C:19]([CH2:20][NH:21][CH2:25][CH2:24][C:8]2[CH:7]=[CH:6][C:5]([F:11])=[C:4]([CH:1]3[CH2:3][CH2:2]3)[CH:9]=2)=[CH:28][CH:29]=1)([CH3:14])([CH3:13])[CH3:15]. The yield is 0.280. (2) The reactants are Cl[CH2:2][C:3]1[CH:4]=[C:5]([F:12])[C:6]2[O:10][CH2:9][O:8][C:7]=2[CH:11]=1.[C-:13]#[N:14].[Na+].O. The catalyst is CS(C)=O. The product is [F:12][C:5]1[C:6]2[O:10][CH2:9][O:8][C:7]=2[CH:11]=[C:3]([CH2:2][C:13]#[N:14])[CH:4]=1. The yield is 0.700. (3) The reactants are [OH:1][C:2]([CH3:34])([CH3:33])[CH2:3][C@@:4]1([C:27]2[CH:32]=[CH:31][CH:30]=[CH:29][CH:28]=2)[O:9][C:8](=[O:10])[N:7]([C@H:11]([C:13]2[CH:18]=[CH:17][C:16]([C:19]#[C:20][C:21]([CH3:26])([CH3:25])[C:22](O)=[O:23])=[CH:15][CH:14]=2)[CH3:12])[CH2:6][CH2:5]1.C[CH2:36][N:37](C(C)C)[CH:38](C)C.N(C)C.C1COCC1.CN(C(ON1N=NC2C=CC=NC1=2)=[N+](C)C)C.F[P-](F)(F)(F)(F)F. The catalyst is C(Cl)Cl. The product is [OH:1][C:2]([CH3:34])([CH3:33])[CH2:3][C@@:4]1([C:27]2[CH:32]=[CH:31][CH:30]=[CH:29][CH:28]=2)[O:9][C:8](=[O:10])[N:7]([C@H:11]([C:13]2[CH:18]=[CH:17][C:16]([C:19]#[C:20][C:21]([CH3:26])([CH3:25])[C:22]([N:37]([CH3:38])[CH3:36])=[O:23])=[CH:15][CH:14]=2)[CH3:12])[CH2:6][CH2:5]1. The yield is 0.190. (4) The reactants are [Br:1][C:2]1[CH:9]=[CH:8][C:7]([N+:10]([O-:12])=[O:11])=[CH:6][C:3]=1[CH:4]=[O:5].C([O-])([O-])=O.[K+].[K+].CC1C=CC(S([CH2:29][N+:30]#[C-:31])(=O)=O)=CC=1. The catalyst is CO. The product is [Br:1][C:2]1[CH:9]=[CH:8][C:7]([N+:10]([O-:12])=[O:11])=[CH:6][C:3]=1[C:4]1[O:5][CH:31]=[N:30][CH:29]=1. The yield is 0.650.